This data is from Full USPTO retrosynthesis dataset with 1.9M reactions from patents (1976-2016). The task is: Predict the reactants needed to synthesize the given product. (1) Given the product [ClH:1].[ClH:1].[ClH:1].[NH2:8][O:9][CH2:10][C:11]1[S:12][C:13]2[C:22]3[CH:21]=[CH:20][CH:19]=[CH:18][C:17]=3[N:16]=[C:15]([NH2:23])[C:14]=2[N:24]=1, predict the reactants needed to synthesize it. The reactants are: [ClH:1].C(OC(=O)[NH:8][O:9][CH2:10][C:11]1[S:12][C:13]2[C:22]3[CH:21]=[CH:20][CH:19]=[CH:18][C:17]=3[N:16]=[C:15]([NH2:23])[C:14]=2[N:24]=1)(C)(C)C. (2) Given the product [CH3:2][CH:1]([OH:5])[CH3:3].[O:14]1[CH:13]=[CH:7][CH:11]=[CH:1][NH:4]1, predict the reactants needed to synthesize it. The reactants are: [CH:1]([NH2:4])([CH3:3])[CH3:2].[OH:5]C[C:7]([CH2:13][OH:14])([CH2:11]O)[N+]([O-])=O.C=O. (3) Given the product [CH:21]1([NH:24][C:25]([C:27]2[C:28]3[CH:36]=[CH:35][C:34]([O:37][C:2]4[CH:7]=[CH:6][N:5]=[C:4]5[CH:8]=[C:9]([C:11]([N:13]6[CH2:17][CH2:16][CH2:15][C@H:14]6[CH2:18][O:19][CH3:20])=[O:12])[S:10][C:3]=45)=[CH:33][C:29]=3[S:30][C:31]=2[CH3:32])=[O:26])[CH2:23][CH2:22]1, predict the reactants needed to synthesize it. The reactants are: Cl[C:2]1[CH:7]=[CH:6][N:5]=[C:4]2[CH:8]=[C:9]([C:11]([N:13]3[CH2:17][CH2:16][CH2:15][C@H:14]3[CH2:18][O:19][CH3:20])=[O:12])[S:10][C:3]=12.[CH:21]1([NH:24][C:25]([C:27]2[C:28]3[CH:36]=[CH:35][C:34]([OH:37])=[CH:33][C:29]=3[S:30][C:31]=2[CH3:32])=[O:26])[CH2:23][CH2:22]1.C([O-])([O-])=O.[Cs+].[Cs+]. (4) Given the product [NH2:1][C:2]1[CH:11]=[CH:10][CH:9]=[C:8]([N+:12]([O-:14])=[O:13])[C:3]=1[CH2:4][OH:5], predict the reactants needed to synthesize it. The reactants are: [NH2:1][C:2]1[CH:11]=[CH:10][CH:9]=[C:8]([N+:12]([O-:14])=[O:13])[C:3]=1[C:4](OC)=[O:5].[BH4-].[Li+]. (5) Given the product [F:1][C@@:2]1([CH2:15][NH:16][C:17]2[C:18]3[CH:19]=[CH:20][CH:21]=[N:22][C:23]=3[CH:24]=[C:25]([C:27]3[CH:28]=[N:29][N:30]([CH2:32][O:33][CH3:34])[CH:31]=3)[N:26]=2)[CH2:7][CH2:6][CH2:5][NH:4][CH2:3]1, predict the reactants needed to synthesize it. The reactants are: [F:1][C@@:2]1([CH2:15][NH:16][C:17]2[N:26]=[C:25]([C:27]3[CH:28]=[N:29][N:30]([CH2:32][O:33][CH3:34])[CH:31]=3)[CH:24]=[C:23]3[C:18]=2[CH:19]=[CH:20][CH:21]=[N:22]3)[CH2:7][CH2:6][CH2:5][N:4](C(OC(C)(C)C)=O)[CH2:3]1.FC(F)(F)C(O)=O. (6) Given the product [CH2:1]([N:8]([CH2:20][CH2:21][CH2:22][CH2:23][CH2:24][CH3:25])[C:9](=[O:19])[CH2:10][CH2:11][C:12]1[CH:13]=[CH:14][C:15]([O:18][CH2:27][C:28]2[CH:37]=[CH:36][CH:35]=[CH:34][C:29]=2[C:30]([O:32][CH3:33])=[O:31])=[CH:16][CH:17]=1)[C:2]1[CH:3]=[CH:4][CH:5]=[CH:6][CH:7]=1, predict the reactants needed to synthesize it. The reactants are: [CH2:1]([N:8]([CH2:20][CH2:21][CH2:22][CH2:23][CH2:24][CH3:25])[C:9](=[O:19])[CH2:10][CH2:11][C:12]1[CH:17]=[CH:16][C:15]([OH:18])=[CH:14][CH:13]=1)[C:2]1[CH:7]=[CH:6][CH:5]=[CH:4][CH:3]=1.Br[CH2:27][C:28]1[CH:37]=[CH:36][CH:35]=[CH:34][C:29]=1[C:30]([O:32][CH3:33])=[O:31].C(=O)([O-])[O-].[K+].[K+]. (7) Given the product [ClH:36].[CH2:1]([O:8][C:9]1[CH:14]=[CH:13][N:12]([C:15]2[CH:20]=[CH:19][N:18]3[C:21]4[CH2:27][NH:26][CH2:25][CH2:24][C:22]=4[N:23]=[C:17]3[CH:16]=2)[C:11](=[O:35])[CH:10]=1)[C:2]1[CH:3]=[CH:4][CH:5]=[CH:6][CH:7]=1, predict the reactants needed to synthesize it. The reactants are: [CH2:1]([O:8][C:9]1[CH:14]=[CH:13][N:12]([C:15]2[CH:20]=[CH:19][N:18]3[C:21]4[CH2:27][N:26](C(OC(C)(C)C)=O)[CH2:25][CH2:24][C:22]=4[N:23]=[C:17]3[CH:16]=2)[C:11](=[O:35])[CH:10]=1)[C:2]1[CH:7]=[CH:6][CH:5]=[CH:4][CH:3]=1.[ClH:36].